Dataset: Reaction yield outcomes from USPTO patents with 853,638 reactions. Task: Predict the reaction yield, written as a fraction of the theoretical maximum amount of product (1.0 means a 100% yield; for example, 0.34 means a 34% yield). (1) The reactants are Br[CH2:2][CH2:3][CH2:4][C:5]1[CH:6]=[C:7]([NH:11][C:12]2[N:17]=[C:16]([NH:18][CH2:19][CH2:20][C:21]3[CH:22]=[C:23]([OH:27])[CH:24]=[CH:25][CH:26]=3)[C:15]([Cl:28])=[CH:14][N:13]=2)[CH:8]=[CH:9][CH:10]=1.[OH-].[Na+].Cl. The catalyst is O1CCCC1.O. The product is [Cl:28][C:15]1[CH:14]=[N:13][C:12]2[NH:11][C:7]3[CH:8]=[CH:9][CH:10]=[C:5]([CH:6]=3)[CH2:4][CH2:3][CH2:2][O:27][C:23]3[CH:22]=[C:21]([CH2:20][CH2:19][NH:18][C:16]=1[N:17]=2)[CH:26]=[CH:25][CH:24]=3. The yield is 0.100. (2) The reactants are [CH3:1][O:2][C:3]1[C:12]2[CH2:11][CH2:10][CH2:9][CH2:8][C:7]=2[CH:6]=[CH:5][C:4]=1[CH:13]1[CH2:18][CH2:17][N:16]([CH2:19][CH2:20][CH2:21][CH2:22][NH:23][C:24]([C:26]2[N:27]([CH2:39][CH2:40][O:41]C3CCCCO3)[N:28]=[C:29]([C:31]3[CH:36]=[CH:35][C:34]([C:37]#[N:38])=[CH:33][CH:32]=3)[CH:30]=2)=[O:25])[CH2:15][CH2:14]1.Cl. The catalyst is C1COCC1. The product is [CH3:1][O:2][C:3]1[C:12]2[CH2:11][CH2:10][CH2:9][CH2:8][C:7]=2[CH:6]=[CH:5][C:4]=1[CH:13]1[CH2:14][CH2:15][N:16]([CH2:19][CH2:20][CH2:21][CH2:22][NH:23][C:24]([C:26]2[N:27]([CH2:39][CH2:40][OH:41])[N:28]=[C:29]([C:31]3[CH:36]=[CH:35][C:34]([C:37]#[N:38])=[CH:33][CH:32]=3)[CH:30]=2)=[O:25])[CH2:17][CH2:18]1. The yield is 0.893. (3) The reactants are Br[C:2]1[C:3]([C:15]2[CH:20]=[CH:19][CH:18]=[C:17]([F:21])[CH:16]=2)=[N:4][N:5]2[C:10]=1[CH:9]=[CH:8][C:7]([O:11][CH:12]([F:14])[F:13])=[N:6]2.C(=O)([O-])[O-].[Na+].[Na+].[CH3:28][S:29]([C:32]1[CH:37]=[CH:36][C:35](B(O)O)=[CH:34][CH:33]=1)(=[O:31])=[O:30]. The catalyst is CN(C=O)C.C(OCC)(=O)C. The product is [F:13][CH:12]([F:14])[O:11][C:7]1[CH:8]=[CH:9][C:10]2[N:5]([N:4]=[C:3]([C:15]3[CH:20]=[CH:19][CH:18]=[C:17]([F:21])[CH:16]=3)[C:2]=2[C:35]2[CH:36]=[CH:37][C:32]([S:29]([CH3:28])(=[O:31])=[O:30])=[CH:33][CH:34]=2)[N:6]=1. The yield is 0.370.